The task is: Predict the reactants needed to synthesize the given product.. This data is from Full USPTO retrosynthesis dataset with 1.9M reactions from patents (1976-2016). Given the product [C:33]([C:31]1[CH:30]=[CH:29][C:28]2[N:24]([CH2:23][CH2:22][O:21][C:18]3[CH:17]=[CH:16][C:15]([CH2:14][CH:9]([NH:8][C:56](=[O:57])[CH2:55][C:49]4[CH:54]=[CH:53][CH:52]=[CH:51][CH:50]=4)[C:10]([O:12][CH3:13])=[O:11])=[CH:20][CH:19]=3)[C:25](=[O:41])[S:26][C:27]=2[CH:32]=1)(=[O:40])[C:34]1[CH:35]=[CH:36][CH:37]=[CH:38][CH:39]=1, predict the reactants needed to synthesize it. The reactants are: FC(F)(F)C(O)=O.[NH2:8][CH:9]([CH2:14][C:15]1[CH:20]=[CH:19][C:18]([O:21][CH2:22][CH2:23][N:24]2[C:28]3[CH:29]=[CH:30][C:31]([C:33](=[O:40])[C:34]4[CH:39]=[CH:38][CH:37]=[CH:36][CH:35]=4)=[CH:32][C:27]=3[S:26][C:25]2=[O:41])=[CH:17][CH:16]=1)[C:10]([O:12][CH3:13])=[O:11].C(N(CC)CC)C.[C:49]1([CH2:55][C:56](Cl)=[O:57])[CH:54]=[CH:53][CH:52]=[CH:51][CH:50]=1.